From a dataset of Forward reaction prediction with 1.9M reactions from USPTO patents (1976-2016). Predict the product of the given reaction. (1) The product is: [Cl:1][C:2]1[C:3]([NH:15][CH2:16][C@H:17]2[CH2:22][CH2:24][CH2:23][NH:18]2)=[N:4][C:5]([NH:8][C:9]2[CH:10]=[N:11][N:12]([CH2:14][C:33]([NH:35][CH3:36])=[O:34])[CH:13]=2)=[N:6][CH:7]=1. Given the reactants [Cl:1][C:2]1[C:3]([NH:15][CH2:16][C@H:17]2[CH2:22]CCC[N:18]2[C:23](=O)[CH3:24])=[N:4][C:5]([NH:8][C:9]2[CH:10]=[N:11][N:12]([CH3:14])[CH:13]=2)=[N:6][CH:7]=1.NC1C=NN(C[C:33]([NH:35][CH3:36])=[O:34])C=1.Cl.O1CCOCC1, predict the reaction product. (2) Given the reactants Cl.[Cl:2]C1C=CC(C(=[C:14]2[CH2:19][CH2:18][NH:17][CH2:16][CH2:15]2)C(OC)=O)=CC=1.[F:20][C:21]1[CH:26]=[CH:25][CH:24]=[C:23]([F:27])[C:22]=1[CH2:28][C:29]#[N:30], predict the reaction product. The product is: [ClH:2].[F:20][C:21]1[CH:26]=[CH:25][CH:24]=[C:23]([F:27])[C:22]=1[C:28](=[C:14]1[CH2:19][CH2:18][NH:17][CH2:16][CH2:15]1)[C:29]#[N:30]. (3) Given the reactants [CH3:1][N:2]1[CH2:7][CH2:6][N:5]([C:8]2[CH:9]=[CH:10][C:11]([NH2:14])=[N:12][CH:13]=2)[CH2:4][CH2:3]1.Br[C:16]1[C:17](=[O:24])[N:18]([CH3:23])[N:19]=[C:20]([Cl:22])[CH:21]=1.C1(P(C2C=CC=CC=2)C2C3OC4C(=CC=CC=4P(C4C=CC=CC=4)C4C=CC=CC=4)C(C)(C)C=3C=CC=2)C=CC=CC=1, predict the reaction product. The product is: [Cl:22][C:20]1[CH:21]=[C:16]([NH:14][C:11]2[CH:10]=[CH:9][C:8]([N:5]3[CH2:6][CH2:7][N:2]([CH3:1])[CH2:3][CH2:4]3)=[CH:13][N:12]=2)[C:17](=[O:24])[N:18]([CH3:23])[N:19]=1. (4) Given the reactants [CH3:1][N:2]([CH3:21])[C:3]1[CH:12]=[CH:11][C:6]([C:7]([O:9][CH3:10])=[O:8])=[C:5](OS(C(F)(F)F)(=O)=O)[CH:4]=1.[Cl-].[Li+].C(=O)([O-])[O-].[Na+].[Na+].[F:30][C:31]([F:42])([F:41])[C:32]1[CH:37]=[CH:36][C:35](B(O)O)=[CH:34][CH:33]=1, predict the reaction product. The product is: [CH3:21][N:2]([CH3:1])[C:3]1[CH:4]=[C:5]([C:35]2[CH:36]=[CH:37][C:32]([C:31]([F:42])([F:41])[F:30])=[CH:33][CH:34]=2)[C:6]([C:7]([O:9][CH3:10])=[O:8])=[CH:11][CH:12]=1. (5) Given the reactants Br[C:2]1[CH:7]=[CH:6][CH:5]=[C:4]([Br:8])[N:3]=1.[CH2:9]([NH:13][CH2:14][CH2:15][CH2:16][CH3:17])[CH2:10][CH2:11][CH3:12].C(=O)([O-])[O-].[K+].[K+], predict the reaction product. The product is: [Br:8][C:4]1[N:3]=[C:2]([N:13]([CH2:14][CH2:15][CH2:16][CH3:17])[CH2:9][CH2:10][CH2:11][CH3:12])[CH:7]=[CH:6][CH:5]=1.